The task is: Predict the product of the given reaction.. This data is from Forward reaction prediction with 1.9M reactions from USPTO patents (1976-2016). (1) Given the reactants C(#N)C.[C:4]([O:8][C:9]([N:11]([CH2:38][C:39]([O:41][C:42]([CH3:45])([CH3:44])[CH3:43])=[O:40])[C:12]1[CH:17]=[CH:16][CH:15]=[C:14]([CH:18]([CH2:29][C:30]2[CH:35]=[CH:34][C:33]([NH:36][CH3:37])=[CH:32][CH:31]=2)[NH:19][S:20]([C:23]2[CH:24]=[N:25][CH:26]=[CH:27][CH:28]=2)(=[O:22])=[O:21])[N:13]=1)=[O:10])([CH3:7])([CH3:6])[CH3:5].C(=O)([O-])[O-].[K+].[K+].[CH2:52](Br)[C:53]1[CH:58]=[CH:57][CH:56]=[CH:55][CH:54]=1, predict the reaction product. The product is: [CH2:52]([N:36]([CH3:37])[C:33]1[CH:32]=[CH:31][C:30]([CH2:29][CH:18]([NH:19][S:20]([C:23]2[CH:24]=[N:25][CH:26]=[CH:27][CH:28]=2)(=[O:22])=[O:21])[C:14]2[N:13]=[C:12]([N:11]([CH2:38][C:39]([O:41][C:42]([CH3:45])([CH3:44])[CH3:43])=[O:40])[C:9]([O:8][C:4]([CH3:7])([CH3:6])[CH3:5])=[O:10])[CH:17]=[CH:16][CH:15]=2)=[CH:35][CH:34]=1)[C:53]1[CH:58]=[CH:57][CH:56]=[CH:55][CH:54]=1. (2) Given the reactants [C:1](#[N:5])[CH2:2][C:3]#[N:4].Br[CH2:7][CH2:8][CH:9]=[CH2:10].CC(C)([O-])C.[K+], predict the reaction product. The product is: [CH2:10]([CH:2]([C:1]#[N:5])[C:3]#[N:4])[CH2:9][CH:8]=[CH2:7]. (3) Given the reactants [N+:1]([C:4]1[CH:5]=[C:6]([CH:10]=[CH:11][CH:12]=1)[CH2:7][CH2:8]O)([O-:3])=[O:2].C1(P(C2C=CC=CC=2)C2C=CC=CC=2)C=CC=CC=1.[C:32]1(=[O:42])[NH:36][C:35](=[O:37])[C:34]2=[CH:38][CH:39]=[CH:40][CH:41]=[C:33]12.N(C(OCC)=O)=NC(OCC)=O, predict the reaction product. The product is: [N+:1]([C:4]1[CH:5]=[C:6]([CH:10]=[CH:11][CH:12]=1)[CH2:7][CH2:8][N:36]1[C:35](=[O:37])[C:34]2=[CH:38][CH:39]=[CH:40][CH:41]=[C:33]2[C:32]1=[O:42])([O-:3])=[O:2]. (4) The product is: [N:12]1[CH:13]=[CH:14][CH:15]=[C:10]([CH2:9][NH:8][C:7]([CH:6]2[S:5][C:4]([C:17]3[CH:21]=[CH:20][N:19]([CH2:22][CH2:23][NH:29][C:30]4[CH:35]=[CH:34][CH:33]=[CH:32][CH:31]=4)[N:18]=3)=[N:3][C:2]2([CH3:36])[CH3:1])=[O:16])[CH:11]=1. Given the reactants [CH3:1][C:2]1[N:3]=[C:4]([C:17]2[CH:21]=[CH:20][N:19]([CH2:22][CH2:23]OS(C)(=O)=O)[N:18]=2)[S:5][C:6]=1[C:7](=[O:16])[NH:8][CH2:9][C:10]1[CH:11]=[N:12][CH:13]=[CH:14][CH:15]=1.[NH2:29][C:30]1[CH:35]=[CH:34][CH:33]=[CH:32][CH:31]=1.[CH2:36](Cl)Cl, predict the reaction product. (5) Given the reactants [Cl:1][C:2]1[CH:20]=[C:19]([Cl:21])[CH:18]=[CH:17][C:3]=1[CH2:4][C:5]1[S:9][C:8]([CH:10]([CH3:12])[CH3:11])=[N:7][C:6]=1[CH2:13][CH2:14][CH2:15][OH:16].O[C:23]1[C:28]([CH2:29][C:30]([O:32]C)=[O:31])=[CH:27][CH:26]=[CH:25][N:24]=1.C(P(CCCC)CCCC)CCC.N(C(N1CCCCC1)=O)=NC(N1CCCCC1)=O, predict the reaction product. The product is: [Cl:1][C:2]1[CH:20]=[C:19]([Cl:21])[CH:18]=[CH:17][C:3]=1[CH2:4][C:5]1[S:9][C:8]([CH:10]([CH3:11])[CH3:12])=[N:7][C:6]=1[CH2:13][CH2:14][CH2:15][O:16][C:23]1[C:28]([CH2:29][C:30]([OH:32])=[O:31])=[CH:27][CH:26]=[CH:25][N:24]=1. (6) Given the reactants [F:1][C:2]1[C:7]([F:8])=[C:6]([NH:9][C:10]2[CH:15]=[CH:14][C:13]([I:16])=[CH:12][C:11]=2[F:17])[C:5]([NH2:18])=[CH:4][CH:3]=1.[CH3:19][C:20]1[C:24]([S:25](Cl)(=[O:27])=[O:26])=[C:23]([CH3:29])[O:22][N:21]=1, predict the reaction product. The product is: [F:8][C:7]1[C:6]([NH:9][C:10]2[CH:15]=[CH:14][C:13]([I:16])=[CH:12][C:11]=2[F:17])=[C:5]([NH:18][S:25]([C:24]2[C:20]([CH3:19])=[N:21][O:22][C:23]=2[CH3:29])(=[O:27])=[O:26])[CH:4]=[CH:3][C:2]=1[F:1]. (7) Given the reactants [C:1]([O:5][C:6]([NH:8][CH2:9][CH2:10][CH2:11][C@H:12]([NH:16]C(=O)OCC1C=CC=CC=1)[CH2:13][CH2:14][OH:15])=[O:7])([CH3:4])([CH3:3])[CH3:2], predict the reaction product. The product is: [NH2:16][C@H:12]([CH2:13][CH2:14][OH:15])[CH2:11][CH2:10][CH2:9][NH:8][C:6](=[O:7])[O:5][C:1]([CH3:4])([CH3:2])[CH3:3]. (8) Given the reactants BrCCBr.C[Si](Cl)(C)C.[C:10]([N:17]1[CH2:20][CH:19](I)[CH2:18]1)([O:12][C:13]([CH3:16])([CH3:15])[CH3:14])=[O:11].Br[C:23]1[C:28]([Br:29])=[CH:27][CH:26]=[CH:25][N:24]=1, predict the reaction product. The product is: [Br:29][C:28]1[C:23]([CH:19]2[CH2:20][N:17]([C:10]([O:12][C:13]([CH3:16])([CH3:15])[CH3:14])=[O:11])[CH2:18]2)=[N:24][CH:25]=[CH:26][CH:27]=1. (9) Given the reactants [NH2:1][C@H:2]1[CH2:7][CH2:6][CH2:5][N:4]([CH2:8][CH2:9][O:10][C:11](=[O:16])[C:12]([CH3:15])([CH3:14])[CH3:13])[CH2:3]1.F[C:18]1[CH:23]=[C:22]([F:24])[CH:21]=[CH:20][C:19]=1[N+:25]([O-:27])=[O:26].C(=O)([O-])[O-].[K+].[K+], predict the reaction product. The product is: [F:24][C:22]1[CH:21]=[CH:20][C:19]([N+:25]([O-:27])=[O:26])=[C:18]([NH:1][C@H:2]2[CH2:7][CH2:6][CH2:5][N:4]([CH2:8][CH2:9][O:10][C:11](=[O:16])[C:12]([CH3:13])([CH3:15])[CH3:14])[CH2:3]2)[CH:23]=1.